From a dataset of Reaction yield outcomes from USPTO patents with 853,638 reactions. Predict the reaction yield, written as a fraction of the theoretical maximum amount of product (1.0 means a 100% yield; for example, 0.34 means a 34% yield). (1) The reactants are C[O:2][C:3]1[CH:18]=[CH:17][C:6]([CH2:7][C:8]2[CH:13]=[CH:12][C:11]([O:14]C)=[CH:10][C:9]=2[CH3:16])=[C:5]([CH3:19])[C:4]=1[CH:20]([CH3:22])[CH3:21].B(Br)(Br)Br. The catalyst is C(Cl)Cl. The product is [OH:2][C:3]1[CH:18]=[CH:17][C:6]([CH2:7][C:8]2[CH:13]=[CH:12][C:11]([OH:14])=[CH:10][C:9]=2[CH3:16])=[C:5]([CH3:19])[C:4]=1[CH:20]([CH3:22])[CH3:21]. The yield is 0.750. (2) The reactants are Br[C:2]1[CH:3]=[C:4]([CH:9]=[CH:10][CH:11]=1)[C:5]([NH:7][CH3:8])=[O:6].C([Li])CCC.[F:17][C:18]1[CH:25]=[CH:24][C:21]([CH:22]=[O:23])=[CH:20][CH:19]=1. The catalyst is O1CCCC1.CCCCCC. The product is [OH:23][CH:22]([C:2]1[CH:3]=[C:4]([CH:9]=[CH:10][CH:11]=1)[C:5]([NH:7][CH3:8])=[O:6])[C:21]1[CH:24]=[CH:25][C:18]([F:17])=[CH:19][CH:20]=1. The yield is 0.380. (3) The reactants are [F:1][C:2]1[CH:3]=[C:4]([CH:15]([CH3:20])[C:16]([O:18][CH3:19])=[O:17])[CH:5]=[CH:6][C:7]=1[C:8]1[CH:13]=[CH:12][CH:11]=[C:10]([OH:14])[CH:9]=1.[CH2:21]([N:23]=[C:24]=[O:25])[CH3:22]. No catalyst specified. The product is [CH2:21]([NH:23][C:24]([O:14][C:10]1[CH:9]=[C:8]([C:7]2[CH:6]=[CH:5][C:4]([CH:15]([CH3:20])[C:16]([O:18][CH3:19])=[O:17])=[CH:3][C:2]=2[F:1])[CH:13]=[CH:12][CH:11]=1)=[O:25])[CH3:22]. The yield is 0.750. (4) The reactants are [Br:1][C:2]1[CH:3]=[CH:4][C:5]2[O:14][CH2:13][CH2:12][C:11]3[CH:10]=[C:9]([C:15]4O[CH:17]=[N:18][N:19]=4)[S:8][C:7]=3[C:6]=2[CH:20]=1.[Cl:21][C:22]1[CH:28]=[C:27]([Cl:29])[CH:26]=[CH:25][C:23]=1[NH2:24].C(O)(C(F)(F)F)=O.CCN(C(C)C)C(C)C. The catalyst is C1(C)C=CC=CC=1. The product is [Br:1][C:2]1[CH:3]=[CH:4][C:5]2[O:14][CH2:13][CH2:12][C:11]3[CH:10]=[C:9]([C:15]4[N:24]([C:23]5[CH:25]=[CH:26][C:27]([Cl:29])=[CH:28][C:22]=5[Cl:21])[CH:17]=[N:18][N:19]=4)[S:8][C:7]=3[C:6]=2[CH:20]=1. The yield is 0.460. (5) The product is [C:11]([C:9]1[CH:10]=[C:5]([C:1]([CH3:4])([CH3:2])[CH3:3])[C:6](=[O:16])[C:7](=[O:15])[C:8]=1[N+:17]([O-:19])=[O:18])([CH3:14])([CH3:13])[CH3:12]. The catalyst is C(O)(=O)C. The yield is 0.240. The reactants are [C:1]([C:5]1[C:6](=[O:16])[C:7](=[O:15])[CH:8]=[C:9]([C:11]([CH3:14])([CH3:13])[CH3:12])[CH:10]=1)([CH3:4])([CH3:3])[CH3:2].[N+:17]([O-])([OH:19])=[O:18].O. (6) The reactants are [C:1]([O:5][C:6]([N:8]1[CH2:13][CH2:12][CH:11]([CH:14]2[CH2:19][CH2:18][N:17]([C:20]3[CH:25]=[CH:24][C:23]([N+:26]([O-])=O)=[C:22]([O:29][CH3:30])[CH:21]=3)[CH2:16][CH2:15]2)[CH2:10][CH2:9]1)=[O:7])([CH3:4])([CH3:3])[CH3:2].Cl.C(OCC)(=O)C. The catalyst is C(O)C.[Fe]. The product is [C:1]([O:5][C:6]([N:8]1[CH2:13][CH2:12][CH:11]([CH:14]2[CH2:19][CH2:18][N:17]([C:20]3[CH:25]=[CH:24][C:23]([NH2:26])=[C:22]([O:29][CH3:30])[CH:21]=3)[CH2:16][CH2:15]2)[CH2:10][CH2:9]1)=[O:7])([CH3:4])([CH3:3])[CH3:2]. The yield is 0.950. (7) The reactants are [C:1]([SiH2:5][O:6][C:7]([C:21]1[CH:26]=[CH:25][CH:24]=[CH:23][CH:22]=1)([C:15]1[CH:20]=[CH:19][CH:18]=[CH:17][CH:16]=1)[C:8]1[CH:13]=[CH:12][N:11]=[C:10](Cl)[CH:9]=1)([CH3:4])([CH3:3])[CH3:2].[C:27]1(P(C2C=CC=CC=2)C2C=CC=CC=2)[CH:32]=CC=C[CH:28]=1.C(NCC)C.C#CC.C([O-])(O)=O.[Na+]. The catalyst is [Cl-].[Cl-].C1(P(C2C=CC=CC=2)C2C=CC=CC=2)C=CC=CC=1.C1(P(C2C=CC=CC=2)C2C=CC=CC=2)C=CC=CC=1.[Pd+2].[Cu]I.CN(C)C=O. The product is [C:1]([SiH2:5][O:6][C:7]([C:21]1[CH:26]=[CH:25][CH:24]=[CH:23][CH:22]=1)([C:15]1[CH:20]=[CH:19][CH:18]=[CH:17][CH:16]=1)[C:8]1[CH:13]=[CH:12][N:11]=[C:10]([C:28]#[C:27][CH3:32])[CH:9]=1)([CH3:4])([CH3:3])[CH3:2]. The yield is 0.630. (8) The yield is 0.400. The product is [C:1]([O:5][C:6]([CH2:8][NH:9][C:10]1[CH:11]=[C:12]([C:16]2[CH:17]=[N:18][C:19]([CH2:22][CH2:23][C:24]([O:26][CH3:27])=[O:25])=[N:20][CH:21]=2)[CH:13]=[CH:14][CH:15]=1)=[O:7])([CH3:4])([CH3:3])[CH3:2]. The reactants are [C:1]([O:5][C:6]([CH2:8][NH:9][C:10]1[CH:11]=[C:12]([C:16]2[CH:17]=[N:18][C:19]([CH:22]=[CH:23][C:24]([O:26][CH3:27])=[O:25])=[N:20][CH:21]=2)[CH:13]=[CH:14][CH:15]=1)=[O:7])([CH3:4])([CH3:3])[CH3:2]. The catalyst is CO.[Pd]. (9) The reactants are [CH2:1]([NH:3][C:4]([C:6]1[N:10]2[C:11](=[O:27])[CH:12]=[C:13]([CH2:15][C:16]3[CH:21]=[CH:20][CH:19]=[C:18]([C:22]([F:25])([F:24])[F:23])[C:17]=3[F:26])[N:14]=[C:9]2[S:8][C:7]=1[C:28]([NH2:30])=O)=[O:5])[CH3:2].C(N(CC)CC)C.FC(F)(F)C(OC(=O)C(F)(F)F)=O.C(=O)([O-])O.[Na+]. The catalyst is ClCCl.C(#N)C.O. The product is [C:28]([C:7]1[S:8][C:9]2=[N:14][C:13]([CH2:15][C:16]3[CH:21]=[CH:20][CH:19]=[C:18]([C:22]([F:23])([F:25])[F:24])[C:17]=3[F:26])=[CH:12][C:11](=[O:27])[N:10]2[C:6]=1[C:4]([NH:3][CH2:1][CH3:2])=[O:5])#[N:30]. The yield is 0.0500.